Dataset: Forward reaction prediction with 1.9M reactions from USPTO patents (1976-2016). Task: Predict the product of the given reaction. (1) Given the reactants C(OC([N:8]1[CH2:13][CH2:12][CH:11]([NH:14][C:15]2[CH:20]=[CH:19][C:18]([S:21](=[O:35])(=[O:34])[N:22]([C:27]3[CH:32]=[CH:31][C:30]([F:33])=[CH:29][CH:28]=3)[CH2:23][CH:24]([CH3:26])[CH3:25])=[CH:17][N:16]=2)[CH2:10][CH2:9]1)=O)(C)(C)C.C(O)(C(F)(F)F)=O, predict the reaction product. The product is: [F:33][C:30]1[CH:31]=[CH:32][C:27]([N:22]([CH2:23][CH:24]([CH3:26])[CH3:25])[S:21]([C:18]2[CH:17]=[N:16][C:15]([NH:14][CH:11]3[CH2:12][CH2:13][NH:8][CH2:9][CH2:10]3)=[CH:20][CH:19]=2)(=[O:35])=[O:34])=[CH:28][CH:29]=1. (2) Given the reactants [C:1]([O:10]C)(=O)[C:2]1[C:3](=[CH:5][CH:6]=[CH:7][CH:8]=1)[SH:4].[C:12]([C:14]1[CH:19]=[C:18]([C:20]#[N:21])[CH:17]=[CH:16][N:15]=1)#[N:13].C(N(CC)CC)C, predict the reaction product. The product is: [C:20]([C:18]1[CH:17]=[CH:16][N:15]=[C:14]([C:12]2[S:4][C:3]3[CH:5]=[CH:6][CH:7]=[CH:8][C:2]=3[C:1](=[O:10])[N:13]=2)[CH:19]=1)#[N:21]. (3) Given the reactants [CH2:1]([NH:8][CH2:9][C:10]([O:12][CH2:13][CH3:14])=[O:11])[C:2]1[CH:7]=[CH:6][CH:5]=[CH:4][CH:3]=1.C([O-])(O)=O.[Na+].Cl[CH2:21][C:22](=[O:24])[CH3:23], predict the reaction product. The product is: [CH2:1]([N:8]([CH2:21][C:22](=[O:24])[CH3:23])[CH2:9][C:10]([O:12][CH2:13][CH3:14])=[O:11])[C:2]1[CH:7]=[CH:6][CH:5]=[CH:4][CH:3]=1. (4) Given the reactants [H-].[Na+].[CH2:3]([OH:5])[CH3:4].F[C:7]1[N:12]=[CH:11][C:10]([C:13]2[O:17][N:16]=[C:15]([C:18]3[CH:26]=[CH:25][C:24]4[NH:23][C:22]5[CH:27]([CH2:30][C:31]([O:33][CH2:34][CH3:35])=[O:32])[CH2:28][CH2:29][C:21]=5[C:20]=4[CH:19]=3)[N:14]=2)=[CH:9][C:8]=1[CH3:36], predict the reaction product. The product is: [CH2:3]([O:5][C:7]1[N:12]=[CH:11][C:10]([C:13]2[O:17][N:16]=[C:15]([C:18]3[CH:26]=[CH:25][C:24]4[NH:23][C:22]5[CH:27]([CH2:30][C:31]([O:33][CH2:34][CH3:35])=[O:32])[CH2:28][CH2:29][C:21]=5[C:20]=4[CH:19]=3)[N:14]=2)=[CH:9][C:8]=1[CH3:36])[CH3:4]. (5) Given the reactants [Br:1][CH2:2][C:3]([C:25]([F:28])([F:27])[F:26])([OH:24])[CH:4]([NH:13][C:14]1[C:23]2[C:18](=[CH:19][CH:20]=[CH:21][CH:22]=2)[CH:17]=[CH:16][CH:15]=1)[C:5]1[CH:10]=[CH:9][CH:8]=[C:7]([O:11]C)[CH:6]=1.B(Br)(Br)Br.C(=O)(O)[O-].[Na+].C(OCC)(=O)C, predict the reaction product. The product is: [Br:1][CH2:2][C:3]([C:25]([F:26])([F:27])[F:28])([OH:24])[CH:4]([NH:13][C:14]1[C:23]2[C:18](=[CH:19][CH:20]=[CH:21][CH:22]=2)[CH:17]=[CH:16][CH:15]=1)[C:5]1[CH:10]=[CH:9][CH:8]=[C:7]([OH:11])[CH:6]=1. (6) Given the reactants [CH2:1]([C:3]([C:22]1[CH:27]=[CH:26][C:25]([O:28]S(C(F)(F)F)(=O)=O)=[C:24]([CH3:36])[CH:23]=1)([C:6]1[CH:11]=[CH:10][C:9](/[CH:12]=[CH:13]/[C:14]2([OH:20])[CH2:19][CH2:18][CH2:17][CH2:16][CH2:15]2)=[C:8]([CH3:21])[CH:7]=1)[CH2:4][CH3:5])[CH3:2].C([O-])(=O)C.[K+].B1(B2OC(C)(C)C(C)(C)O2)OC(C)(C)C(C)(C)O1.O, predict the reaction product. The product is: [CH2:1]([C:3]([C:22]1[CH:27]=[CH:26][C:25]([OH:28])=[C:24]([CH3:36])[CH:23]=1)([C:6]1[CH:11]=[CH:10][C:9](/[CH:12]=[CH:13]/[C:14]2([OH:20])[CH2:19][CH2:18][CH2:17][CH2:16][CH2:15]2)=[C:8]([CH3:21])[CH:7]=1)[CH2:4][CH3:5])[CH3:2]. (7) Given the reactants [NH2:1][C:2]1[C:7]([N+:8]([O-:10])=[O:9])=[CH:6][CH:5]=[CH:4][N:3]=1.[H-].[Na+].Br[CH2:14][C:15]1[CH:20]=[CH:19][C:18]([C:21]2[C:22]([C:27]([O:29][CH3:30])=[O:28])=[CH:23][CH:24]=[CH:25][CH:26]=2)=[CH:17][CH:16]=1, predict the reaction product. The product is: [N+:8]([C:7]1[C:2]([NH:1][CH2:14][C:15]2[CH:20]=[CH:19][C:18]([C:21]3[C:22]([C:27]([O:29][CH3:30])=[O:28])=[CH:23][CH:24]=[CH:25][CH:26]=3)=[CH:17][CH:16]=2)=[N:3][CH:4]=[CH:5][CH:6]=1)([O-:10])=[O:9].